This data is from Catalyst prediction with 721,799 reactions and 888 catalyst types from USPTO. The task is: Predict which catalyst facilitates the given reaction. (1) Reactant: [ClH:1].[NH:2]1[CH:6]=[CH:5][C:4]([C:7]2[CH:21]=[CH:20][CH:19]=[CH:18][C:8]=2[CH2:9][NH:10]C(=O)OC(C)(C)C)=[N:3]1. Product: [ClH:1].[NH:2]1[CH:6]=[CH:5][C:4]([C:7]2[CH:21]=[CH:20][CH:19]=[CH:18][C:8]=2[CH2:9][NH2:10])=[N:3]1. The catalyst class is: 13. (2) Reactant: [CH2:1]([N:3]1[C:7]([C:8]([OH:10])=O)=[CH:6][C:5]([CH3:11])=[N:4]1)[CH3:2].S(Cl)(Cl)=O.[NH2:16][C:17]1[CH:18]=[C:19]([CH:32]=[CH:33][CH:34]=1)[C:20]([C:22]1[CH:23]=[C:24]2[C:28](=[CH:29][CH:30]=1)[NH:27][C:26](=[O:31])[CH2:25]2)=[O:21]. Product: [O:31]=[C:26]1[CH2:25][C:24]2[C:28](=[CH:29][CH:30]=[C:22]([C:20]([C:19]3[CH:18]=[C:17]([NH:16][C:8]([C:7]4[N:3]([CH2:1][CH3:2])[N:4]=[C:5]([CH3:11])[CH:6]=4)=[O:10])[CH:34]=[CH:33][CH:32]=3)=[O:21])[CH:23]=2)[NH:27]1. The catalyst class is: 1. (3) Reactant: CC([N:5]([C@H:9]([CH2:21][N:22]1[C:30](=[O:31])[C:29]2[C:24](=[CH:25][CH:26]=[CH:27][CH:28]=2)[C:23]1=[O:32])[CH2:10][C:11]1[CH:16]=[CH:15][C:14]([C:17](=O)[CH2:18]Br)=[CH:13][CH:12]=1)[C:6](=[O:8])[O-:7])(C)C.[Br:33][C:34]1[C:35]([NH2:40])=[N:36][CH:37]=[CH:38][CH:39]=1.C(=O)(O)[O-].[Na+]. Product: [Br:33][C:34]1[C:35]2[N:36]([CH:18]=[C:17]([C:14]3[CH:15]=[CH:16][C:11]([CH2:10][C@H:9]([NH:5][C:6](=[O:8])[O:7][C:11]([CH3:16])([CH3:12])[CH3:10])[CH2:21][N:22]4[C:23](=[O:32])[C:24]5[C:29](=[CH:28][CH:27]=[CH:26][CH:25]=5)[C:30]4=[O:31])=[CH:12][CH:13]=3)[N:40]=2)[CH:37]=[CH:38][CH:39]=1. The catalyst class is: 32.